From a dataset of Full USPTO retrosynthesis dataset with 1.9M reactions from patents (1976-2016). Predict the reactants needed to synthesize the given product. (1) Given the product [CH3:11][C:9]1[S:10][C:6]2[C:5]([C:12]3[CH:13]=[N:14][CH:15]=[CH:16][CH:17]=3)=[CH:4][N:3]=[C:2]([NH:18][C:19]3[S:20][CH:21]=[C:22]([CH3:24])[N:23]=3)[C:7]=2[N:8]=1, predict the reactants needed to synthesize it. The reactants are: Cl[C:2]1[C:7]2[N:8]=[C:9]([CH3:11])[S:10][C:6]=2[C:5]([C:12]2[CH:13]=[N:14][CH:15]=[CH:16][CH:17]=2)=[CH:4][N:3]=1.[NH2:18][C:19]1[S:20][CH:21]=[C:22]([CH3:24])[N:23]=1. (2) Given the product [CH3:3][CH:2]([C:4]1[S:8][CH:7]=[C:6]([CH2:9][N:10]([C:12]([NH:14][C@H:15]([C:24]([NH:26][C@@H:27]([CH2:48][C:49]2[CH:54]=[CH:53][CH:52]=[CH:51][CH:50]=2)[CH2:28][CH2:29][C@@H:30]([NH:38][C:39]([O:41][CH2:42][C:43]2[S:47][CH:46]=[N:45][CH:44]=2)=[O:40])[CH2:31][C:32]2[CH:33]=[CH:34][CH:35]=[CH:36][CH:37]=2)=[O:25])[CH2:16][CH2:17][N:18]2[CH2:23][CH2:22][O:21][CH2:20][CH2:19]2)=[O:13])[CH3:11])[N:5]=1)[CH3:1].[C:55]([O-:58])(=[O:57])[CH3:56], predict the reactants needed to synthesize it. The reactants are: [CH3:1][CH:2]([C:4]1[S:8][CH:7]=[C:6]([CH2:9][N:10]([C:12]([NH:14][C@H:15]([C:24]([NH:26][C@@H:27]([CH2:48][C:49]2[CH:50]=[CH:51][CH:52]=[CH:53][CH:54]=2)[CH2:28][CH2:29][C@@H:30]([NH:38][C:39]([O:41][CH2:42][C:43]2[S:47][CH:46]=[N:45][CH:44]=2)=[O:40])[CH2:31][C:32]2[CH:33]=[CH:34][CH:35]=[CH:36][CH:37]=2)=[O:25])[CH2:16][CH2:17][N:18]2[CH2:23][CH2:22][O:21][CH2:20][CH2:19]2)=[O:13])[CH3:11])[N:5]=1)[CH3:3].[C:55]([OH:58])(=[O:57])[CH3:56].CCCCCCC.